This data is from CYP2C9 inhibition data for predicting drug metabolism from PubChem BioAssay. The task is: Regression/Classification. Given a drug SMILES string, predict its absorption, distribution, metabolism, or excretion properties. Task type varies by dataset: regression for continuous measurements (e.g., permeability, clearance, half-life) or binary classification for categorical outcomes (e.g., BBB penetration, CYP inhibition). Dataset: cyp2c9_veith. (1) The result is 0 (non-inhibitor). The compound is O=C(O)c1ccccc1C(=O)NCc1ccc(F)cc1. (2) The molecule is NC[C@H]1O[C@H](n2cnc3c(N)ncnc32)C[C@@H]1O. The result is 0 (non-inhibitor). (3) The compound is N#Cc1ccc(CN2CCC3(CC2)CCN(C(=O)c2ccco2)CC3)cc1. The result is 0 (non-inhibitor). (4) The drug is COc1ccc2[nH]c(-c3ccccc3)c(CCNC(C)=O)c2c1. The result is 1 (inhibitor). (5) The compound is c1ccc2cc(-c3cc(-c4cc(-c5ccc6ccccc6c5)on4)no3)ccc2c1. The result is 0 (non-inhibitor). (6) The molecule is CN(C)[C@H]1C(=O)C(C(N)=O)=C(O)[C@]2(O)C(=O)C3=C(O)c4c(O)cccc4[C@@](C)(O)[C@H]3C[C@@H]12. The result is 0 (non-inhibitor).